Dataset: Forward reaction prediction with 1.9M reactions from USPTO patents (1976-2016). Task: Predict the product of the given reaction. The product is: [CH:25]1[C:26]2[CH:27]([CH2:29][O:30][C:31]([N:33]3[C@@H:38]([CH:10]([OH:14])[CH3:11])[CH2:37][O:36][CH2:35][C@H:34]3[C:41]3[CH:46]=[CH:45][C:44]([F:47])=[C:43]([F:48])[CH:42]=3)=[O:32])[C:28]3[C:20](=[CH:19][CH:18]=[CH:17][CH:16]=3)[C:21]=2[CH:22]=[CH:23][CH:24]=1. Given the reactants O1CCCC1.CS(C)=O.[C:10](Cl)(=[O:14])[C:11](Cl)=O.[CH:16]1[C:28]2[CH:27]([CH2:29][O:30][C:31]([N:33]3[C@@H:38](CO)[CH2:37][O:36][CH2:35][C@H:34]3[C:41]3[CH:46]=[CH:45][C:44]([F:47])=[C:43]([F:48])[CH:42]=3)=[O:32])[C:26]3[C:21](=[CH:22][CH:23]=[CH:24][CH:25]=3)[C:20]=2[CH:19]=[CH:18][CH:17]=1, predict the reaction product.